Dataset: Catalyst prediction with 721,799 reactions and 888 catalyst types from USPTO. Task: Predict which catalyst facilitates the given reaction. (1) Reactant: C[O-].[Na+].[CH2:4]([C:11]12[C:27]3[C:23](=[C:24]([C:29]4[CH:34]=[CH:33][CH:32]=[CH:31][CH:30]=4)[N:25]([CH3:28])[N:26]=3)[CH2:22][CH2:21][CH:12]1[CH:13]([CH3:20])[C:14]1[O:18][N:17]=[CH:16][C:15]=1[CH2:19]2)[C:5]1[CH:10]=[CH:9][CH:8]=[CH:7][CH:6]=1. Product: [CH2:4]([C:11]12[CH2:19][CH:15]([C:16]#[N:17])[C:14](=[O:18])[CH:13]([CH3:20])[CH:12]1[CH2:21][CH2:22][C:23]1[C:27]2=[N:26][N:25]([CH3:28])[C:24]=1[C:29]1[CH:30]=[CH:31][CH:32]=[CH:33][CH:34]=1)[C:5]1[CH:10]=[CH:9][CH:8]=[CH:7][CH:6]=1. The catalyst class is: 83. (2) Reactant: [H-].[Al+3].[H-].[H-].C[O:6][C:7](=O)[C:8]1[CH:13]=[C:12]([CH:14]([O:17][CH3:18])[O:15][CH3:16])[CH:11]=[CH:10][C:9]=1[O:19][CH2:20][C:21]1[CH:26]=[CH:25][CH:24]=[CH:23][CH:22]=1.O.[OH-].[Na+]. Product: [CH2:20]([O:19][C:9]1[CH:10]=[CH:11][C:12]([CH:14]([O:15][CH3:16])[O:17][CH3:18])=[CH:13][C:8]=1[CH2:7][OH:6])[C:21]1[CH:26]=[CH:25][CH:24]=[CH:23][CH:22]=1. The catalyst class is: 7. (3) Reactant: CN(C(ON1N=NC2C=CC=NC1=2)=[N+](C)C)C.F[P-](F)(F)(F)(F)F.[CH3:25][O:26][C:27]([NH:29][C@@H:30]([CH:34]([CH3:36])[CH3:35])[C:31](O)=[O:32])=[O:28].[Br:37][C:38]1[CH:43]=[CH:42][C:41]([C:44]2[NH:45][C:46]([C@@H:49]3[CH2:53][CH2:52][CH2:51][NH:50]3)=[CH:47][N:48]=2)=[CH:40][CH:39]=1. Product: [Br:37][C:38]1[CH:39]=[CH:40][C:41]([C:44]2[NH:45][C:46]([C@@H:49]3[CH2:53][CH2:52][CH2:51][N:50]3[C:31](=[O:32])[C@@H:30]([NH:29][C:27](=[O:28])[O:26][CH3:25])[CH:34]([CH3:36])[CH3:35])=[CH:47][N:48]=2)=[CH:42][CH:43]=1. The catalyst class is: 31. (4) The catalyst class is: 3. Product: [CH:5]([OH:7])=[O:6].[F:26][C:27]1[C:28]([NH:39][C:5](=[O:7])[CH2:4][CH:3]([CH3:2])[CH2:8][N:9]2[CH2:13][CH2:12][CH2:11][CH2:10]2)=[N:29][NH:30][C:31]=1[C:32]1[CH:33]=[N:34][C:35]([CH3:38])=[CH:36][CH:37]=1. Reactant: Cl.[CH3:2][CH:3]([CH2:8][N:9]1[CH2:13][CH2:12][CH2:11][CH2:10]1)[CH2:4][C:5]([OH:7])=[O:6].C1N=CN(C(N2C=NC=C2)=O)C=1.[F:26][C:27]1[C:31]([C:32]2[CH:33]=[N:34][C:35]([CH3:38])=[CH:36][CH:37]=2)=[N:30][NH:29][C:28]=1[NH2:39]. (5) Reactant: [C:1]([CH2:3][C:4]1[NH:8][N:7]=[C:6]([C:9]2[CH:14]=[CH:13][CH:12]=[CH:11][CH:10]=2)[N:5]=1)#[N:2].C([O:17][C:18](=O)[CH:19]([C:23]1[CH:28]=[CH:27][CH:26]=[CH:25][CH:24]=1)[C:20]([CH3:22])=O)C.C([O-])(=O)C.[NH4+]. Product: [CH3:22][C:20]1[C:3]([C:1]#[N:2])=[C:4]2[NH:5][C:6]([C:9]3[CH:14]=[CH:13][CH:12]=[CH:11][CH:10]=3)=[N:7][N:8]2[C:18](=[O:17])[C:19]=1[C:23]1[CH:28]=[CH:27][CH:26]=[CH:25][CH:24]=1. The catalyst class is: 6. (6) Reactant: CC(C[AlH]CC(C)C)C.[CH3:10][C:11]1[CH:18]=[C:17]([C:19]2[S:20][C:21]3[C:26]([N:27]=2)=[CH:25][CH:24]=[C:23]([C:28]2([C:31]4[CH:36]=[CH:35][CH:34]=[CH:33][CH:32]=4)[CH2:30][CH2:29]2)[N:22]=3)[CH:16]=[CH:15][C:12]=1[C:13]#N.C(C(C(C([O-])=O)O)O)([O-])=[O:38]. Product: [CH3:10][C:11]1[CH:18]=[C:17]([C:19]2[S:20][C:21]3[C:26]([N:27]=2)=[CH:25][CH:24]=[C:23]([C:28]2([C:31]4[CH:36]=[CH:35][CH:34]=[CH:33][CH:32]=4)[CH2:30][CH2:29]2)[N:22]=3)[CH:16]=[CH:15][C:12]=1[CH:13]=[O:38]. The catalyst class is: 2. (7) Reactant: C([O:3][C:4]([C:6]1[C:15](=[O:16])[C:14]2[C:9](=[CH:10][CH:11]=[CH:12][CH:13]=2)[N:8]([CH2:17][C:18]2[CH:23]=[CH:22][C:21]([O:24][CH3:25])=[CH:20][CH:19]=2)[CH:7]=1)=[O:5])C.[OH-].[Li+]. Product: [CH3:25][O:24][C:21]1[CH:20]=[CH:19][C:18]([CH2:17][N:8]2[C:9]3[C:14](=[CH:13][CH:12]=[CH:11][CH:10]=3)[C:15](=[O:16])[C:6]([C:4]([OH:5])=[O:3])=[CH:7]2)=[CH:23][CH:22]=1. The catalyst class is: 24. (8) Reactant: [Cl:1][C:2]1[CH:3]=[C:4]([NH:8][C:9]2[CH:14]=[C:13]([NH:15][CH:16]3[CH2:21][CH2:20][NH:19][CH2:18][CH2:17]3)[N:12]3[N:22]=[CH:23][C:24]([CH:25]=[C:26]4[NH:30][C:29](=[O:31])[NH:28][C:27]4=[O:32])=[C:11]3[N:10]=2)[CH:5]=[CH:6][CH:7]=1.Br.Br[CH2:35][C:36]1[CH:41]=[CH:40][CH:39]=[CH:38][N:37]=1. Product: [Cl:1][C:2]1[CH:3]=[C:4]([NH:8][C:9]2[CH:14]=[C:13]([NH:15][CH:16]3[CH2:21][CH2:20][N:19]([CH2:35][C:36]4[CH:41]=[CH:40][CH:39]=[CH:38][N:37]=4)[CH2:18][CH2:17]3)[N:12]3[N:22]=[CH:23][C:24]([CH:25]=[C:26]4[NH:30][C:29](=[O:31])[NH:28][C:27]4=[O:32])=[C:11]3[N:10]=2)[CH:5]=[CH:6][CH:7]=1. The catalyst class is: 3. (9) Reactant: [Cl:1][C:2]1[CH:10]=[CH:9][C:8]2[N:7]([CH2:11][CH2:12][O:13][C:14]3[CH:19]=[CH:18][C:17]([F:20])=[CH:16][CH:15]=3)[C:6]3[CH2:21][CH2:22][N:23](C(OC(C)(C)C)=O)[CH2:24][CH2:25][C:5]=3[C:4]=2[C:3]=1[Cl:33].[OH-].[Na+]. The catalyst class is: 157. Product: [ClH:1].[Cl:1][C:2]1[CH:10]=[CH:9][C:8]2[N:7]([CH2:11][CH2:12][O:13][C:14]3[CH:15]=[CH:16][C:17]([F:20])=[CH:18][CH:19]=3)[C:6]3[CH2:21][CH2:22][NH:23][CH2:24][CH2:25][C:5]=3[C:4]=2[C:3]=1[Cl:33]. (10) The catalyst class is: 190. Reactant: Cl.[CH2:2]([C:4]1[CH:5]=[C:6]2[C:10](=[CH:11][CH:12]=1)[C:9]1([OH:24])[C:13](=[O:23])[C:14]3[C:19]([C:8]1([OH:25])[O:7]2)=[CH:18][CH:17]=[CH:16][C:15]=3[N+:20]([O-])=O)[CH3:3]. Product: [NH2:20][C:15]1[CH:16]=[CH:17][CH:18]=[C:19]2[C:14]=1[C:13](=[O:23])[C:9]1([OH:24])[C:10]3[C:6](=[CH:5][C:4]([CH2:2][CH3:3])=[CH:12][CH:11]=3)[O:7][C:8]12[OH:25].